This data is from Full USPTO retrosynthesis dataset with 1.9M reactions from patents (1976-2016). The task is: Predict the reactants needed to synthesize the given product. (1) Given the product [CH:10]([OH:12])=[O:11].[F:25][C:26]1[C:30]([C:31]2[CH:32]=[N:33][C:34]3[C:39]([CH:40]=2)=[CH:38][CH:37]=[CH:36][CH:35]=3)=[N:29][NH:28][C:27]=1[NH:41][C:10](=[O:12])[CH2:9][CH2:8][CH2:7][N:2]1[CH2:3][CH2:4][CH2:5][CH2:6]1, predict the reactants needed to synthesize it. The reactants are: Cl.[N:2]1([CH2:7][CH2:8][CH2:9][C:10]([OH:12])=[O:11])[CH2:6][CH2:5][CH2:4][CH2:3]1.C1N=CN(C(N2C=NC=C2)=O)C=1.[F:25][C:26]1[C:30]([C:31]2[CH:32]=[N:33][C:34]3[C:39]([CH:40]=2)=[CH:38][CH:37]=[CH:36][CH:35]=3)=[N:29][NH:28][C:27]=1[NH2:41]. (2) Given the product [C:1]([O:5][C:6]([N:8]1[CH2:14][CH2:13][CH2:12][CH:11]([C:15]2[CH:16]=[N:17][C:18]([NH:21][C:28]3[N:29]=[CH:30][C:25]4[C:24]([CH3:42])=[C:23]([Br:22])[C:35](=[O:36])[N:34]([CH:37]5[CH2:38][CH2:39][CH2:40][CH2:41]5)[C:26]=4[N:27]=3)=[CH:19][CH:20]=2)[CH2:10][CH2:9]1)=[O:7])([CH3:4])([CH3:2])[CH3:3], predict the reactants needed to synthesize it. The reactants are: [C:1]([O:5][C:6]([N:8]1[CH2:14][CH2:13][CH2:12][CH:11]([C:15]2[CH:16]=[N:17][C:18]([NH2:21])=[CH:19][CH:20]=2)[CH2:10][CH2:9]1)=[O:7])([CH3:4])([CH3:3])[CH3:2].[Br:22][C:23]1[C:35](=[O:36])[N:34]([CH:37]2[CH2:41][CH2:40][CH2:39][CH2:38]2)[C:26]2[N:27]=[C:28](S(C)=O)[N:29]=[CH:30][C:25]=2[C:24]=1[CH3:42].C1(=O)OC(=O)CC1. (3) Given the product [F:9][C:2]([F:1])([F:10])[CH2:3][CH2:4][CH2:5][C:6]([N:12]([C@@H:13]([CH2:18][CH:19]=[CH2:20])[C:14]([O:16][CH3:17])=[O:15])[CH3:11])=[O:8], predict the reactants needed to synthesize it. The reactants are: [F:1][C:2]([F:10])([F:9])[CH2:3][CH2:4][CH2:5][C:6]([OH:8])=O.[CH3:11][NH:12][C@@H:13]([CH2:18][CH:19]=[CH2:20])[C:14]([O:16][CH3:17])=[O:15]. (4) Given the product [CH3:23][N:22]([CH3:20])[CH2:24][CH2:18][C:17]([C:14]1[CH:13]=[CH:12][C:11]([O:10][CH2:9][CH2:8][CH2:7][N:1]2[CH2:6][CH2:5][CH2:4][CH2:3][CH2:2]2)=[CH:16][CH:15]=1)=[O:19], predict the reactants needed to synthesize it. The reactants are: [N:1]1([CH2:7][CH2:8][CH2:9][O:10][C:11]2[CH:16]=[CH:15][C:14]([C:17](=[O:19])[CH3:18])=[CH:13][CH:12]=2)[CH2:6][CH2:5][CH2:4][CH2:3][CH2:2]1.[CH2:20]=O.[NH:22]([CH3:24])[CH3:23].Cl.Cl.